This data is from Forward reaction prediction with 1.9M reactions from USPTO patents (1976-2016). The task is: Predict the product of the given reaction. (1) Given the reactants C[C:2]1([CH3:22])[CH2:8][CH2:7][CH2:6][N:5]([C:9]([C:11]2[CH:15]=[C:14]([CH:16]3[CH2:21][CH2:20][NH:19][CH2:18][CH2:17]3)[S:13][CH:12]=2)=[O:10])[CH2:4][CH2:3]1.[C:23](Cl)(=[O:25])[CH3:24].[CH2:27]([N:29](CC)CC)C, predict the reaction product. The product is: [CH2:6]1[N:5]([C:9]([C:11]2[CH:15]=[C:14]([CH:16]3[CH2:17][CH2:18][N:19]([C:23](=[O:25])[CH3:24])[CH2:20][CH2:21]3)[S:13][CH:12]=2)=[O:10])[CH2:4][CH2:3][N:29]2[CH2:27][CH2:22][CH2:2][CH2:8][CH:7]12. (2) Given the reactants [Br:1][C:2]1[CH:10]=[C:9]2[C:5]([C:6]([CH3:11])=[N:7][NH:8]2)=[CH:4][CH:3]=1.O.C1(C)C=CC(S(O)(=O)=O)=CC=1.[O:24]1[CH:29]=[CH:28][CH2:27][CH2:26][CH2:25]1.S([O-])([O-])(=O)=O.[Mg+2], predict the reaction product. The product is: [Br:1][C:2]1[CH:10]=[C:9]2[C:5]([C:6]([CH3:11])=[N:7][N:8]2[CH:25]2[CH2:26][CH2:27][CH2:28][CH2:29][O:24]2)=[CH:4][CH:3]=1.